From a dataset of Catalyst prediction with 721,799 reactions and 888 catalyst types from USPTO. Predict which catalyst facilitates the given reaction. (1) Reactant: [CH:1]1([N:7]([CH2:12][CH2:13][N:14]([CH2:22][CH2:23][C:24]2[C:29]3[O:30][CH2:31][C:32](=[O:34])[NH:33][C:28]=3[C:27]([OH:35])=[CH:26][CH:25]=2)C(=O)OC(C)(C)C)[C:8](=[O:11])[CH:9]=[CH2:10])[CH2:6][CH2:5][CH2:4][CH2:3][CH2:2]1.[Cl:36][C:37]1[CH:38]=[C:39]([CH2:43][CH2:44][NH2:45])[CH:40]=[CH:41][CH:42]=1.[F:46][C:47]([F:52])([F:51])[C:48]([OH:50])=[O:49]. Product: [F:46][C:47]([F:52])([F:51])[C:48]([OH:50])=[O:49].[F:46][C:47]([F:52])([F:51])[C:48]([OH:50])=[O:49].[Cl:36][C:37]1[CH:38]=[C:39]([CH:40]=[CH:41][CH:42]=1)[CH2:43][CH2:44][NH:45][CH2:10][CH2:9][C:8]([N:7]([CH:1]1[CH2:2][CH2:3][CH2:4][CH2:5][CH2:6]1)[CH2:12][CH2:13][NH:14][CH2:22][CH2:23][C:24]1[C:29]2[O:30][CH2:31][C:32](=[O:34])[NH:33][C:28]=2[C:27]([OH:35])=[CH:26][CH:25]=1)=[O:11]. The catalyst class is: 8. (2) Reactant: [C:1]([O:5][C:6](=[O:25])[NH:7][C@H:8]([C:12]1[CH:17]=[C:16]([C:18]2[N:22]([CH3:23])[N:21]=[CH:20][C:19]=2[NH2:24])[CH:15]=[CH:14][N:13]=1)[CH2:9][CH:10]=[CH2:11])([CH3:4])([CH3:3])[CH3:2].[CH2:26]([CH:28]([CH:32]=[CH2:33])[C:29](O)=[O:30])[CH3:27].N1C=CC=CC=1.C(P1(=O)OP(CCC)(=O)OP(CCC)(=O)O1)CC. Product: [C:1]([O:5][C:6](=[O:25])[NH:7][C@H:8]([C:12]1[CH:17]=[C:16]([C:18]2[N:22]([CH3:23])[N:21]=[CH:20][C:19]=2[NH:24][C:29](=[O:30])[CH:28]([CH2:32][CH3:33])[CH:26]=[CH2:27])[CH:15]=[CH:14][N:13]=1)[CH2:9][CH:10]=[CH2:11])([CH3:2])([CH3:4])[CH3:3]. The catalyst class is: 25. (3) Reactant: Cl.[NH2:2][OH:3].C(N(CC)CC)C.[CH3:11][O:12][CH2:13][O:14][C:15]1[CH:20]=[C:19]([O:21][CH2:22][O:23][CH3:24])[CH:18]=[CH:17][C:16]=1[CH:25]1[CH2:30][CH2:29][CH2:28][C:27](=O)[CH2:26]1. Product: [CH3:11][O:12][CH2:13][O:14][C:15]1[CH:20]=[C:19]([O:21][CH2:22][O:23][CH3:24])[CH:18]=[CH:17][C:16]=1[CH:25]1[CH2:30][CH2:29][CH2:28][C:27](=[N:2][OH:3])[CH2:26]1. The catalyst class is: 8. (4) Reactant: [NH2:1][CH2:2][CH2:3][CH2:4][CH2:5][CH2:6][N:7]1[CH2:12][CH2:11][CH:10]([C:13]2[CH:14]=[C:15]([NH:19][C:20](=[O:24])[CH:21]([CH3:23])[CH3:22])[CH:16]=[CH:17][CH:18]=2)[CH2:9][CH2:8]1.[Cl:25][C:26]1[CH:31]=[CH:30][CH:29]=[C:28]([Cl:32])[C:27]=1[C:33]1[C:37]([C:38](Cl)=[O:39])=[C:36]([CH3:41])[O:35][N:34]=1. Product: [Cl:25][C:26]1[CH:31]=[CH:30][CH:29]=[C:28]([Cl:32])[C:27]=1[C:33]1[C:37]([C:38]([NH:1][CH2:2][CH2:3][CH2:4][CH2:5][CH2:6][N:7]2[CH2:8][CH2:9][CH:10]([C:13]3[CH:18]=[CH:17][CH:16]=[C:15]([NH:19][C:20](=[O:24])[CH:21]([CH3:22])[CH3:23])[CH:14]=3)[CH2:11][CH2:12]2)=[O:39])=[C:36]([CH3:41])[O:35][N:34]=1. The catalyst class is: 1. (5) Reactant: [C:1]1([CH:7]([C:24]2[CH:29]=[CH:28][CH:27]=[CH:26][CH:25]=2)[N:8]2[CH2:13][CH2:12][C:11]([C:16]3[CH:21]=[CH:20][CH:19]=[C:18]([O:22][CH3:23])[CH:17]=3)([C:14]#[N:15])[CH2:10][CH2:9]2)[CH:6]=[CH:5][CH:4]=[CH:3][CH:2]=1.[OH-:30].[K+].O.Cl. Product: [C:24]1([CH:7]([C:1]2[CH:2]=[CH:3][CH:4]=[CH:5][CH:6]=2)[N:8]2[CH2:9][CH2:10][C:11]([C:16]3[CH:21]=[CH:20][CH:19]=[C:18]([O:22][CH3:23])[CH:17]=3)([C:14]([NH2:15])=[O:30])[CH2:12][CH2:13]2)[CH:25]=[CH:26][CH:27]=[CH:28][CH:29]=1. The catalyst class is: 16. (6) Reactant: C(OC([N:8]1[CH2:11][CH:10]([N:12]2[CH2:15][C:14]([OH:17])([CH3:16])[CH2:13]2)[CH2:9]1)=O)(C)(C)C. Product: [CH3:16][C:14]1([OH:17])[CH2:15][N:12]([CH:10]2[CH2:11][NH:8][CH2:9]2)[CH2:13]1. The catalyst class is: 157. (7) Reactant: O=P(Cl)(Cl)Cl.[CH3:6][O:7][C:8]1[CH:9]=[C:10]([CH2:14][NH:15][CH2:16][CH2:17][O:18][C:19](=[O:24])[C:20]([CH3:23])([CH3:22])[CH3:21])[CH:11]=[CH:12][CH:13]=1.[C:25]([O-])(=[O:27])C.[Na+]. Product: [CH:25]([C:13]1[CH:12]=[CH:11][C:10]([CH2:14][NH:15][CH2:16][CH2:17][O:18][C:19](=[O:24])[C:20]([CH3:21])([CH3:23])[CH3:22])=[CH:9][C:8]=1[O:7][CH3:6])=[O:27]. The catalyst class is: 3.